Dataset: NCI-60 drug combinations with 297,098 pairs across 59 cell lines. Task: Regression. Given two drug SMILES strings and cell line genomic features, predict the synergy score measuring deviation from expected non-interaction effect. (1) Drug 2: CC1C(C(=O)NC(C(=O)N2CCCC2C(=O)N(CC(=O)N(C(C(=O)O1)C(C)C)C)C)C(C)C)NC(=O)C3=C4C(=C(C=C3)C)OC5=C(C(=O)C(=C(C5=N4)C(=O)NC6C(OC(=O)C(N(C(=O)CN(C(=O)C7CCCN7C(=O)C(NC6=O)C(C)C)C)C)C(C)C)C)N)C. Drug 1: C1=CC(=CC=C1CC(C(=O)O)N)N(CCCl)CCCl.Cl. Synergy scores: CSS=39.2, Synergy_ZIP=3.03, Synergy_Bliss=8.72, Synergy_Loewe=7.97, Synergy_HSA=7.30. Cell line: SF-539. (2) Drug 1: CCN(CC)CCNC(=O)C1=C(NC(=C1C)C=C2C3=C(C=CC(=C3)F)NC2=O)C. Drug 2: CS(=O)(=O)OCCCCOS(=O)(=O)C. Cell line: NCI-H522. Synergy scores: CSS=3.07, Synergy_ZIP=-3.05, Synergy_Bliss=-2.84, Synergy_Loewe=-5.35, Synergy_HSA=-4.93. (3) Drug 1: CC1C(C(CC(O1)OC2CC(CC3=C2C(=C4C(=C3O)C(=O)C5=C(C4=O)C(=CC=C5)OC)O)(C(=O)CO)O)N)O.Cl. Drug 2: CC12CCC3C(C1CCC2=O)CC(=C)C4=CC(=O)C=CC34C. Cell line: NCI-H522. Synergy scores: CSS=2.09, Synergy_ZIP=-1.10, Synergy_Bliss=-0.208, Synergy_Loewe=-1.71, Synergy_HSA=-0.274. (4) Drug 2: COC1=NC(=NC2=C1N=CN2C3C(C(C(O3)CO)O)O)N. Synergy scores: CSS=1.94, Synergy_ZIP=-0.181, Synergy_Bliss=3.14, Synergy_Loewe=-3.83, Synergy_HSA=0.288. Drug 1: CC12CCC(CC1=CCC3C2CCC4(C3CC=C4C5=CN=CC=C5)C)O. Cell line: A549. (5) Drug 1: C#CCC(CC1=CN=C2C(=N1)C(=NC(=N2)N)N)C3=CC=C(C=C3)C(=O)NC(CCC(=O)O)C(=O)O. Drug 2: C1C(C(OC1N2C=NC(=NC2=O)N)CO)O. Cell line: SK-OV-3. Synergy scores: CSS=-10.8, Synergy_ZIP=4.04, Synergy_Bliss=-0.790, Synergy_Loewe=-4.04, Synergy_HSA=-6.37.